Dataset: Peptide-MHC class I binding affinity with 185,985 pairs from IEDB/IMGT. Task: Regression. Given a peptide amino acid sequence and an MHC pseudo amino acid sequence, predict their binding affinity value. This is MHC class I binding data. (1) The binding affinity (normalized) is 0.0847. The MHC is HLA-A26:01 with pseudo-sequence HLA-A26:01. The peptide sequence is EENLIDFAS. (2) The peptide sequence is NICQGDTIV. The MHC is HLA-A68:02 with pseudo-sequence HLA-A68:02. The binding affinity (normalized) is 0.434. (3) The peptide sequence is AEMRETHWL. The MHC is HLA-A11:01 with pseudo-sequence HLA-A11:01. The binding affinity (normalized) is 0.0847. (4) The peptide sequence is SVVEENTMA. The MHC is HLA-A02:01 with pseudo-sequence HLA-A02:01. The binding affinity (normalized) is 0.0847. (5) The peptide sequence is DEISLLLAS. The MHC is HLA-B18:01 with pseudo-sequence HLA-B18:01. The binding affinity (normalized) is 0.872. (6) The peptide sequence is PMIIGEPII. The MHC is HLA-A02:03 with pseudo-sequence HLA-A02:03. The binding affinity (normalized) is 0.0467.